Dataset: Peptide-MHC class II binding affinity with 134,281 pairs from IEDB. Task: Regression. Given a peptide amino acid sequence and an MHC pseudo amino acid sequence, predict their binding affinity value. This is MHC class II binding data. (1) The peptide sequence is EKKYFACTQFEPLAA. The MHC is HLA-DPA10103-DPB10601 with pseudo-sequence HLA-DPA10103-DPB10601. The binding affinity (normalized) is 0.844. (2) The peptide sequence is AFKVAATAANTAPAN. The MHC is HLA-DPA10201-DPB11401 with pseudo-sequence HLA-DPA10201-DPB11401. The binding affinity (normalized) is 0.745.